Task: Regression/Classification. Given a drug SMILES string, predict its absorption, distribution, metabolism, or excretion properties. Task type varies by dataset: regression for continuous measurements (e.g., permeability, clearance, half-life) or binary classification for categorical outcomes (e.g., BBB penetration, CYP inhibition). Dataset: cyp3a4_veith.. Dataset: CYP3A4 inhibition data for predicting drug metabolism from PubChem BioAssay The molecule is Cc1cnn(CCC(=O)NNC(=S)Nc2cccc(Cl)c2)c1. The result is 1 (inhibitor).